From a dataset of Full USPTO retrosynthesis dataset with 1.9M reactions from patents (1976-2016). Predict the reactants needed to synthesize the given product. (1) Given the product [CH:1]([N:14]1[CH2:17][C:16]([N:20]([CH3:22])[CH3:21])([C:18]([NH2:19])=[O:23])[CH2:15]1)([C:8]1[CH:13]=[CH:12][CH:11]=[CH:10][CH:9]=1)[C:2]1[CH:3]=[CH:4][CH:5]=[CH:6][CH:7]=1, predict the reactants needed to synthesize it. The reactants are: [CH:1]([N:14]1[CH2:17][C:16]([N:20]([CH3:22])[CH3:21])([C:18]#[N:19])[CH2:15]1)([C:8]1[CH:13]=[CH:12][CH:11]=[CH:10][CH:9]=1)[C:2]1[CH:7]=[CH:6][CH:5]=[CH:4][CH:3]=1.[OH:23]S(O)(=O)=O. (2) Given the product [CH3:22][C:21]1[C:16]([N:13]2[CH2:14][CH2:15][N:10]([C:8]([C:5]3[CH:6]=[CH:7][C:2]([N:35]4[C@H:34]([CH2:33][O:32][CH3:31])[CH2:38][O:37][C:36]4=[O:39])=[CH:3][C:4]=3[N:24]3[CH2:28][CH2:27][CH2:26][S:25]3(=[O:30])=[O:29])=[O:9])[CH2:11][CH2:12]2)=[N:17][CH:18]=[C:19]([CH3:23])[CH:20]=1, predict the reactants needed to synthesize it. The reactants are: Br[C:2]1[CH:7]=[CH:6][C:5]([C:8]([N:10]2[CH2:15][CH2:14][N:13]([C:16]3[C:21]([CH3:22])=[CH:20][C:19]([CH3:23])=[CH:18][N:17]=3)[CH2:12][CH2:11]2)=[O:9])=[C:4]([N:24]2[CH2:28][CH2:27][CH2:26][S:25]2(=[O:30])=[O:29])[CH:3]=1.[CH3:31][O:32][CH2:33][C@@H:34]1[CH2:38][O:37][C:36](=[O:39])[NH:35]1. (3) Given the product [Br:1][C:2]1[N:3]=[C:4]([C:7]([NH:14][S:11]([CH3:10])(=[O:13])=[O:12])=[O:9])[S:5][CH:6]=1, predict the reactants needed to synthesize it. The reactants are: [Br:1][C:2]1[N:3]=[C:4]([C:7]([OH:9])=O)[S:5][CH:6]=1.[CH3:10][S:11]([NH2:14])(=[O:13])=[O:12].N12CCCN=C1CCCCC2. (4) Given the product [CH2:1]=[CH:2][C:3]1[CH:8]=[CH:7][CH:6]=[CH:5][CH:4]=1.[C:9]([O:13][CH2:14][CH2:15][CH2:16][CH3:17])(=[O:12])[CH:10]=[CH2:11], predict the reactants needed to synthesize it. The reactants are: [CH2:1]=[CH:2][C:3]1[CH:8]=[CH:7][CH:6]=[CH:5][CH:4]=1.[C:9]([O:13][CH2:14][CH2:15][CH2:16][CH3:17])(=[O:12])[CH:10]=[CH2:11].C(S)CCCCCCCCCCC.C(OCCCCCCCCCCOC(=O)C=C)(=O)C=C. (5) Given the product [C:30]([O:19][C@@H:14]([C:13]1[C:8]([C:5]2[CH:6]=[CH:7][C:2]([Cl:1])=[CH:3][CH:4]=2)=[C:9]2[C:23]([CH3:24])=[C:22]([CH3:25])[NH:21][C:10]2=[N:11][C:12]=1[CH3:20])[C:15]([O:17][CH3:18])=[O:16])([CH3:33])([CH3:32])[CH3:31], predict the reactants needed to synthesize it. The reactants are: [Cl:1][C:2]1[CH:7]=[CH:6][C:5]([C:8]2[C:13]([C@H:14]([OH:19])[C:15]([O:17][CH3:18])=[O:16])=[C:12]([CH3:20])[N:11]=[C:10]3[NH:21][C:22]([CH3:25])=[C:23]([CH3:24])[C:9]=23)=[CH:4][CH:3]=1.C(O[C:30]([CH3:33])([CH3:32])[CH3:31])(=O)C.Cl(O)(=O)(=O)=O.C([O-])([O-])=O.[Na+].[Na+].